Task: Predict which catalyst facilitates the given reaction.. Dataset: Catalyst prediction with 721,799 reactions and 888 catalyst types from USPTO (1) Reactant: [CH:1]1([Mg]Cl)[CH2:6][CH2:5][CH2:4][CH2:3][CH2:2]1.[CH3:9][O:10][C:11](=[O:19])[C:12](=[O:18])[C:13]1[S:14][CH:15]=[CH:16][CH:17]=1.[Cl-].[NH4+]. Product: [CH3:9][O:10][C:11](=[O:19])[C:12]([CH:1]1[CH2:6][CH2:5][CH2:4][CH2:3][CH2:2]1)([OH:18])[C:13]1[S:14][CH:15]=[CH:16][CH:17]=1. The catalyst class is: 385. (2) The catalyst class is: 211. Product: [O:18]1[C:13]2[CH:14]=[CH:15][CH:16]=[CH:17][C:12]=2[N:11]=[C:5]1[C:8]1[CH:9]=[C:2]([Br:1])[CH:3]=[CH:20][C:19]=1[OH:22]. Reactant: [Br:1][C:2]1[CH:3]=C(O)[C:5](=[CH:8][CH:9]=1)C=O.[NH2:11][C:12]1[CH:17]=[CH:16][CH:15]=[CH:14][C:13]=1[OH:18].[C:19]([O-:22])(=O)[CH3:20].[Pb+4].C([O-])(=O)C.C([O-])(=O)C.C([O-])(=O)C.[OH-].[Na+]. (3) Reactant: [S:1]1[CH:5]=[CH:4][C:3]([NH:6][C:7](=[O:13])[O:8][C:9]([CH3:12])([CH3:11])[CH3:10])=[CH:2]1.[I:14]I.[Cl-].[Na+]. Product: [I:14][C:2]1[S:1][CH:5]=[CH:4][C:3]=1[NH:6][C:7](=[O:13])[O:8][C:9]([CH3:10])([CH3:12])[CH3:11]. The catalyst class is: 7. (4) Reactant: [Br:1][C:2]1[CH:7]=[C:6]([C:8]2[C:9]([C:13]3[CH:18]=[CH:17][CH:16]=[CH:15][N:14]=3)=[N:10][NH:11][CH:12]=2)[CH:5]=[CH:4][N:3]=1.C(=O)([O-])[O-].[K+].[K+].[C:25](Cl)([C:38]1[CH:43]=[CH:42][CH:41]=[CH:40][CH:39]=1)([C:32]1[CH:37]=[CH:36][CH:35]=[CH:34][CH:33]=1)[C:26]1[CH:31]=[CH:30][CH:29]=[CH:28][CH:27]=1. Product: [Br:1][C:2]1[CH:7]=[C:6]([C:8]2[C:9]([C:13]3[CH:18]=[CH:17][CH:16]=[CH:15][N:14]=3)=[N:10][N:11]([C:25]([C:26]3[CH:31]=[CH:30][CH:29]=[CH:28][CH:27]=3)([C:38]3[CH:39]=[CH:40][CH:41]=[CH:42][CH:43]=3)[C:32]3[CH:33]=[CH:34][CH:35]=[CH:36][CH:37]=3)[CH:12]=2)[CH:5]=[CH:4][N:3]=1. The catalyst class is: 21. (5) Reactant: [NH2:1][CH:2]1[CH2:11][CH2:10][C:9]2[CH:8]=[C:7]([C:12]([O:14][CH3:15])=[O:13])[CH:6]=[CH:5][C:4]=2[CH2:3]1.C(N(CC)CC)C.[CH3:23][C:24]([CH3:29])([CH3:28])[C:25](Cl)=[O:26]. Product: [CH3:23][C:24]([CH3:29])([CH3:28])[C:25]([NH:1][CH:2]1[CH2:11][CH2:10][C:9]2[CH:8]=[C:7]([C:12]([O:14][CH3:15])=[O:13])[CH:6]=[CH:5][C:4]=2[CH2:3]1)=[O:26]. The catalyst class is: 2. (6) Reactant: Cl[C:2]([O:4][C:5]1[CH:10]=[CH:9][CH:8]=[CH:7][CH:6]=1)=[O:3].[NH2:11][C:12]1[C:13]([O:26][CH3:27])=[C:14]([CH:19]=[C:20]([C:22]([CH3:25])([CH3:24])[CH3:23])[CH:21]=1)[C:15]([NH:17][CH3:18])=[O:16].C([O-])(O)=O.[Na+]. Product: [CH3:21][CH2:12][CH2:13][CH:14]([CH3:19])[CH3:15].[C:22]([C:20]1[CH:19]=[C:14]([C:15](=[O:16])[NH:17][CH3:18])[C:13]([O:26][CH3:27])=[C:12]([NH:11][C:2](=[O:3])[O:4][C:5]2[CH:10]=[CH:9][CH:8]=[CH:7][CH:6]=2)[CH:21]=1)([CH3:25])([CH3:23])[CH3:24]. The catalyst class is: 76. (7) Reactant: Cl[C:2]([O:4][CH3:5])=[O:3].[NH2:6][C:7]1[CH:8]=[C:9]([CH:25]=[CH:26][C:27]=1[F:28])[NH:10][C:11]1[C:20]2[C:15](=[CH:16][C:17]([O:23][CH3:24])=[C:18]([O:21][CH3:22])[CH:19]=2)[N:14]=[CH:13][N:12]=1.C(N(CC)CC)C. Product: [F:28][C:27]1[CH:26]=[CH:25][C:9]([NH:10][C:11]2[C:20]3[C:15](=[CH:16][C:17]([O:23][CH3:24])=[C:18]([O:21][CH3:22])[CH:19]=3)[N:14]=[CH:13][N:12]=2)=[CH:8][C:7]=1[NH:6][C:2]([O:4][CH3:5])=[O:3]. The catalyst class is: 2. (8) Reactant: CC([N:5]([CH2:9][CH2:10][CH2:11][N:12]1[CH2:17][CH2:16][CH:15]([O:18][C:19]2[CH:20]=[C:21]([CH2:29][CH2:30][CH2:31][CH3:32])[CH:22]=[C:23]3[C:28]=2[N:27]=[CH:26][CH:25]=[CH:24]3)[CH2:14][CH2:13]1)C(=O)[O-])(C)C.Cl. Product: [CH2:29]([C:21]1[CH:22]=[C:23]2[C:28](=[C:19]([O:18][CH:15]3[CH2:16][CH2:17][N:12]([CH2:11][CH2:10][CH2:9][NH2:5])[CH2:13][CH2:14]3)[CH:20]=1)[N:27]=[CH:26][CH:25]=[CH:24]2)[CH2:30][CH2:31][CH3:32]. The catalyst class is: 12. (9) Reactant: [CH3:1][O:2][C:3]1[CH:8]=[CH:7][CH:6]=[CH:5][C:4]=1[N:9]1[CH2:14][CH2:13][NH:12][CH2:11][CH2:10]1.C([O-])([O-])=O.[K+].[K+].Br[CH2:22][CH2:23][CH2:24][C:25]#[N:26]. Product: [C:25]([CH2:24][CH2:23][CH2:22][N:12]1[CH2:13][CH2:14][N:9]([C:4]2[CH:5]=[CH:6][CH:7]=[CH:8][C:3]=2[O:2][CH3:1])[CH2:10][CH2:11]1)#[N:26]. The catalyst class is: 23.